This data is from Forward reaction prediction with 1.9M reactions from USPTO patents (1976-2016). The task is: Predict the product of the given reaction. (1) Given the reactants C(=O)(OC(C)(C)C)N.[F:9][C:10]1([F:38])[CH2:15][CH2:14][N:13](C(OC(C)(C)C)=O)[C@@H:12]([C:23](=[O:37])[NH:24][C@H:25]([C:27]2[CH:32]=[CH:31][C:30]([C:33]([O:35][CH3:36])=[O:34])=[CH:29][CH:28]=2)[CH3:26])[CH2:11]1, predict the reaction product. The product is: [F:38][C:10]1([F:9])[CH2:15][CH2:14][NH:13][C@@H:12]([C:23]([NH:24][C@H:25]([C:27]2[CH:32]=[CH:31][C:30]([C:33]([O:35][CH3:36])=[O:34])=[CH:29][CH:28]=2)[CH3:26])=[O:37])[CH2:11]1. (2) Given the reactants FC(F)(F)S(O[C:7]1[C:12]([C:13](=[O:15])[CH3:14])=[CH:11][C:10]([Cl:16])=[C:9]([CH3:17])[C:8]=1[C:18]#[N:19])(=O)=O.[F:22][C:23]1[CH:24]=[C:25](B(O)O)[CH:26]=[CH:27][CH:28]=1.O.N#N, predict the reaction product. The product is: [C:13]([C:12]1[CH:11]=[C:10]([Cl:16])[C:9]([CH3:17])=[C:8]([C:18]#[N:19])[C:7]=1[C:27]1[CH:26]=[CH:25][CH:24]=[C:23]([F:22])[CH:28]=1)(=[O:15])[CH3:14]. (3) Given the reactants [OH-].[Na+].[CH2:3]([C:10]1[CH:11]=[C:12]([C:33]2[CH:38]=[CH:37][C:36]([CH2:39]CC#N)=[CH:35][C:34]=2[CH2:43][CH:44]([CH3:46])[CH3:45])[CH:13]=[CH:14][C:15]=1[C:16]1[CH:21]=[CH:20][C:19]([O:22]CC#N)=[C:18]([CH2:26][C:27]2[CH:32]=[CH:31][CH:30]=[CH:29][CH:28]=2)[CH:17]=1)[C:4]1[CH:9]=[CH:8][CH:7]=[CH:6][CH:5]=1.Cl.C(Cl)Cl.CO.CC[O:55][C:56]([CH3:58])=[O:57].[CH3:59][C:60]([OH:62])=[O:61], predict the reaction product. The product is: [CH2:3]([C:10]1[CH:11]=[C:12]([C:33]2[CH:38]=[CH:37][C:36]([CH2:39][CH2:58][C:56]([OH:55])=[O:57])=[CH:35][C:34]=2[CH2:43][CH:44]([CH3:46])[CH3:45])[CH:13]=[CH:14][C:15]=1[C:16]1[CH:21]=[CH:20][C:19]([O:22][CH2:59][C:60]([OH:62])=[O:61])=[C:18]([CH2:26][C:27]2[CH:32]=[CH:31][CH:30]=[CH:29][CH:28]=2)[CH:17]=1)[C:4]1[CH:5]=[CH:6][CH:7]=[CH:8][CH:9]=1. (4) Given the reactants [CH3:1][O:2][C:3]([C@@H:5]1[CH2:9][C@@H:8]([S:10]([C:13]2[CH:18]=[CH:17][CH:16]=[CH:15][C:14]=2[C:19]([F:22])([F:21])[F:20])(=[O:12])=[O:11])[CH2:7][N:6]1[C:23](=S)[CH2:24][C:25]([CH:27]1[CH2:29][CH2:28]1)=O)=[O:4].Cl.[CH:32]1([NH:36][NH2:37])[CH2:35][CH2:34][CH2:33]1, predict the reaction product. The product is: [CH3:1][O:2][C:3]([C@@H:5]1[CH2:9][C@@H:8]([S:10]([C:13]2[CH:18]=[CH:17][CH:16]=[CH:15][C:14]=2[C:19]([F:21])([F:22])[F:20])(=[O:11])=[O:12])[CH2:7][N:6]1[C:23]1[N:36]([CH:32]2[CH2:35][CH2:34][CH2:33]2)[N:37]=[C:25]([CH:27]2[CH2:29][CH2:28]2)[CH:24]=1)=[O:4]. (5) Given the reactants C=O.[F:3][C:4]1[CH:5]=[CH:6][C:7]([CH2:14][CH2:15][C:16]2[C:21]([C:22]([F:25])([F:24])[F:23])=[CH:20][N:19]=[C:18]([NH:26][C:27]3[CH:32]=[CH:31][C:30]([CH:33]4[CH2:38][CH2:37][NH:36][CH2:35][CH2:34]4)=[CH:29][CH:28]=3)[N:17]=2)=[C:8]([CH2:10][C:11]([NH2:13])=[O:12])[CH:9]=1.[C:39](O[BH-](OC(=O)C)OC(=O)C)(=O)C.[Na+], predict the reaction product. The product is: [F:3][C:4]1[CH:5]=[CH:6][C:7]([CH2:14][CH2:15][C:16]2[C:21]([C:22]([F:24])([F:25])[F:23])=[CH:20][N:19]=[C:18]([NH:26][C:27]3[CH:32]=[CH:31][C:30]([CH:33]4[CH2:38][CH2:37][N:36]([CH3:39])[CH2:35][CH2:34]4)=[CH:29][CH:28]=3)[N:17]=2)=[C:8]([CH2:10][C:11]([NH2:13])=[O:12])[CH:9]=1. (6) The product is: [CH2:1]([O:8][C:9]1[N:14]=[C:13]([NH:15][C:16]([NH:20][OH:21])=[NH:17])[C:12]([F:18])=[CH:11][N:10]=1)[C:2]1[CH:3]=[CH:4][CH:5]=[CH:6][CH:7]=1. Given the reactants [CH2:1]([O:8][C:9]1[N:14]=[C:13]([NH:15][C:16]#[N:17])[C:12]([F:18])=[CH:11][N:10]=1)[C:2]1[CH:7]=[CH:6][CH:5]=[CH:4][CH:3]=1.Cl.[NH2:20][OH:21], predict the reaction product. (7) Given the reactants [CH2:1](OC1CCCCO1)[C:2]#[CH:3].N#N.I[C:14]1[CH:19]=[CH:18][C:17]([O:20][C:21]([F:24])([F:23])[F:22])=[CH:16][CH:15]=1.S(O)(O)(=O)=O.C[NH:31][NH2:32].C([O-])(O)=O.[Na+], predict the reaction product. The product is: [F:22][C:21]([F:24])([F:23])[O:20][C:17]1[CH:18]=[CH:19][C:14]([C:3]2[CH:2]=[CH:1][NH:32][N:31]=2)=[CH:15][CH:16]=1. (8) Given the reactants Cl[C:2]1[CH:3]=[CH:4][C:5]2[N:6]([C:8]([C:11]3[S:15][C:14]4[CH:16]=[CH:17][C:18]([O:20][CH3:21])=[CH:19][C:13]=4[CH:12]=3)=[CH:9][N:10]=2)[N:7]=1.CC1(C)C2C(=C(P(C3C=CC=CC=3)C3C=CC=CC=3)C=CC=2)OC2C(P(C3C=CC=CC=3)C3C=CC=CC=3)=CC=CC1=2.C(=O)([O-])[O-].[K+].[K+].[CH3:70][O:71][C:72]1[CH:73]=[C:74]([CH:76]=[CH:77][C:78]=1[O:79][CH3:80])[NH2:75], predict the reaction product. The product is: [CH3:21][O:20][C:18]1[CH:17]=[CH:16][C:14]2[S:15][C:11]([C:8]3[N:6]4[N:7]=[C:2]([NH:75][C:74]5[CH:76]=[CH:77][C:78]([O:79][CH3:80])=[C:72]([O:71][CH3:70])[CH:73]=5)[CH:3]=[CH:4][C:5]4=[N:10][CH:9]=3)=[CH:12][C:13]=2[CH:19]=1. (9) Given the reactants [Cl:1][C:2]1[CH:10]=[C:9]2[C:5]([C:6]([S:12][C:13]3[CH:14]=[C:15]([CH2:19][C:20]([OH:22])=[O:21])[CH:16]=[CH:17][CH:18]=3)=[C:7]([CH3:11])[NH:8]2)=[CH:4][CH:3]=1.I[CH3:24], predict the reaction product. The product is: [Cl:1][C:2]1[CH:10]=[C:9]2[C:5]([C:6]([S:12][C:13]3[CH:14]=[C:15]([CH2:19][C:20]([OH:22])=[O:21])[CH:16]=[CH:17][CH:18]=3)=[C:7]([CH3:11])[N:8]2[CH3:24])=[CH:4][CH:3]=1.